From a dataset of Peptide-MHC class II binding affinity with 134,281 pairs from IEDB. Regression. Given a peptide amino acid sequence and an MHC pseudo amino acid sequence, predict their binding affinity value. This is MHC class II binding data. (1) The peptide sequence is KIDLWSYNAELLVAL. The MHC is DRB1_1101 with pseudo-sequence DRB1_1101. The binding affinity (normalized) is 0.457. (2) The peptide sequence is NTSYRLISCNTSVI. The binding affinity (normalized) is 0.461. The MHC is DRB1_0401 with pseudo-sequence DRB1_0401. (3) The peptide sequence is VVIEELFNRIPETSV. The binding affinity (normalized) is 0.516. The MHC is DRB1_1101 with pseudo-sequence DRB1_1101. (4) The binding affinity (normalized) is 0.679. The MHC is DRB1_0901 with pseudo-sequence DRB1_0901. The peptide sequence is AFKVAATAANAAYAN. (5) The peptide sequence is GELQIVDKIDAAFNI. The MHC is DRB1_0401 with pseudo-sequence DRB1_0401. The binding affinity (normalized) is 0.452.